Dataset: Full USPTO retrosynthesis dataset with 1.9M reactions from patents (1976-2016). Task: Predict the reactants needed to synthesize the given product. (1) Given the product [C:1]1([N:7]2[C:11]([C:12]3[CH:17]=[CH:16][CH:15]=[C:14]([CH2:18][CH2:19][CH3:20])[CH:13]=3)=[CH:10][C:9]([NH:21][C:22]([C:24]34[CH2:29][CH:28]3[C:27](=[O:30])[NH:26][CH2:25]4)=[O:23])=[N:8]2)[CH:2]=[CH:3][CH:4]=[CH:5][CH:6]=1, predict the reactants needed to synthesize it. The reactants are: [C:1]1([N:7]2[C:11]([C:12]3[CH:17]=[CH:16][CH:15]=[C:14]([CH2:18][CH2:19][CH3:20])[CH:13]=3)=[CH:10][C:9]([NH:21][C:22]([C:24]34[CH2:29][CH:28]3[C:27](=[O:30])[N:26](CC3C=CC(OC)=CC=3OC)[CH2:25]4)=[O:23])=[N:8]2)[CH:6]=[CH:5][CH:4]=[CH:3][CH:2]=1.C1(OC)C=CC=CC=1.FC(F)(F)C(O)=O. (2) Given the product [N:35]([C:26]1[CH:25]=[CH:24][C:22]2[NH:23][C:18]([C:15]3[C:16](=[O:17])[N:7]([CH2:6][C:5]4[CH:33]=[CH:34][C:2]([F:1])=[CH:3][CH:4]=4)[C@@H:8]4[C@H:13]([C:14]=3[OH:31])[C@@H:12]3[CH2:32][C@H:9]4[CH2:10][CH2:11]3)=[N:19][S:20](=[O:30])(=[O:29])[C:21]=2[CH:27]=1)=[N+:36]=[N-:37], predict the reactants needed to synthesize it. The reactants are: [F:1][C:2]1[CH:34]=[CH:33][C:5]([CH2:6][N:7]2[C:16](=[O:17])[C:15]([C:18]3[NH:23][C:22]4[CH:24]=[CH:25][C:26](I)=[CH:27][C:21]=4[S:20](=[O:30])(=[O:29])[N:19]=3)=[C:14]([OH:31])[C@H:13]3[C@@H:8]2[C@H:9]2[CH2:32][C@@H:12]3[CH2:11][CH2:10]2)=[CH:4][CH:3]=1.[N-:35]=[N+:36]=[N-:37].[Na+].O=C1O[C@H]([C@H](CO)O)C([O-])=C1O.[Na+].CN[C@@H]1CCCC[C@H]1NC. (3) Given the product [ClH:49].[ClH:49].[NH2:20][C@@H:21]([CH3:29])[CH2:22][CH2:23][NH:24][CH2:25][CH:26]([CH3:28])[CH3:27].[F:1][C:2]1[CH:7]=[C:6]([F:8])[CH:5]=[CH:4][C:3]=1[CH2:9][NH:10][C:11]([C:13]1[C:14](=[O:34])[C:15]([OH:33])=[C:16]2[C:30](=[O:31])[N:20]3[C@@H:21]([CH3:29])[CH2:22][CH2:23][N:24]([CH2:25][CH:26]([CH3:27])[CH3:28])[C@@H:19]3[CH2:18][N:17]2[CH:32]=1)=[O:12].[F:1][C:2]1[CH:7]=[C:6]([F:8])[CH:5]=[CH:4][C:3]=1[CH2:9][NH:10][C:11]([C:13]1[C:14](=[O:34])[C:15]([O:48][CH2:45][C:46]2[CH:44]=[CH:36][CH:37]=[CH:38][CH:50]=2)=[C:16]2[C:30](=[O:31])[N:20]3[C@@H:21]([CH3:29])[CH2:22][CH2:23][N:24]([CH2:25][CH:26]([CH3:28])[CH3:27])[C@@H:19]3[CH2:18][N:17]2[CH:32]=1)=[O:12], predict the reactants needed to synthesize it. The reactants are: [F:1][C:2]1[CH:7]=[C:6]([F:8])[CH:5]=[CH:4][C:3]=1[CH2:9][NH:10][C:11]([C:13]1[C:14](=[O:34])[C:15]([OH:33])=[C:16]2[C:30](=[O:31])[N:20]3[C@@H:21]([CH3:29])[CH2:22][CH2:23][N:24]([CH2:25][CH:26]([CH3:28])[CH3:27])[C@@H:19]3[CH2:18][N:17]2[CH:32]=1)=[O:12].N[C@@H:36]([CH3:44])[CH2:37][CH2:38]NCC(C)C.[C:45]([OH:48])(=O)[CH3:46].[Cl:49][CH2:50]Cl. (4) Given the product [Cl:18][C:17]1[C:16]([Cl:19])=[C:15]([CH3:20])[NH:14][C:13]=1[C:11]([NH:10][C@H:9]1[CH2:8][CH2:7][N:6]([C:21]2[S:22][C:23]([C:26]([O:28][CH3:29])=[O:27])=[CH:24][N:25]=2)[CH2:5][C@H:4]1[N:1]1[CH:31]=[CH:30][N:3]=[N:2]1)=[O:12], predict the reactants needed to synthesize it. The reactants are: [N:1]([C@H:4]1[C@@H:9]([NH:10][C:11]([C:13]2[NH:14][C:15]([CH3:20])=[C:16]([Cl:19])[C:17]=2[Cl:18])=[O:12])[CH2:8][CH2:7][N:6]([C:21]2[S:22][C:23]([C:26]([O:28][CH3:29])=[O:27])=[CH:24][N:25]=2)[CH2:5]1)=[N+:2]=[N-:3].[CH:30]12CC(C=C1)C=[CH:31]2.